Dataset: Ames mutagenicity test results for genotoxicity prediction. Task: Regression/Classification. Given a drug SMILES string, predict its toxicity properties. Task type varies by dataset: regression for continuous values (e.g., LD50, hERG inhibition percentage) or binary classification for toxic/non-toxic outcomes (e.g., AMES mutagenicity, cardiotoxicity, hepatotoxicity). Dataset: ames. The compound is CC(=O)Nc1ccc2c(c1)Cc1cc(NC(C)=O)ccc1-2. The result is 1 (mutagenic).